Dataset: Catalyst prediction with 721,799 reactions and 888 catalyst types from USPTO. Task: Predict which catalyst facilitates the given reaction. (1) Reactant: [CH2:1]([NH:8][C:9]1[N:17]=[C:16]2[C:12]([N:13]=[C:14]([N:20]3[CH:24]=[CH:23][C:22]([C:25]4[CH:30]=[CH:29][C:28]([CH:31]=[CH2:32])=[CH:27][CH:26]=4)=[N:21]3)[N:15]2[CH2:18][CH3:19])=[C:11]([NH2:33])[N:10]=1)[C:2]1[CH:7]=[CH:6][CH:5]=[CH:4][CH:3]=1. Product: [CH2:1]([NH:8][C:9]1[N:17]=[C:16]2[C:12]([N:13]=[C:14]([N:20]3[CH:24]=[CH:23][C:22]([C:25]4[CH:26]=[CH:27][C:28]([CH2:31][CH3:32])=[CH:29][CH:30]=4)=[N:21]3)[N:15]2[CH2:18][CH3:19])=[C:11]([NH2:33])[N:10]=1)[C:2]1[CH:7]=[CH:6][CH:5]=[CH:4][CH:3]=1. The catalyst class is: 19. (2) Reactant: [NH:1]1[CH:5]=[C:4]([C:6]([O:8][CH2:9][CH3:10])=[O:7])[CH:3]=[N:2]1.C(=O)([O-])[O-].[K+].[K+].Br[CH2:18][CH2:19][CH2:20][C:21]1[CH:26]=[CH:25][CH:24]=[CH:23][CH:22]=1. Product: [C:21]1([CH2:20][CH2:19][CH2:18][N:1]2[CH:5]=[C:4]([C:6]([O:8][CH2:9][CH3:10])=[O:7])[CH:3]=[N:2]2)[CH:26]=[CH:25][CH:24]=[CH:23][CH:22]=1. The catalyst class is: 21. (3) Reactant: Br[C:2]1[CH:7]=[C:6]([CH3:8])[CH:5]=[CH:4][N:3]=1.CCCCCC.C([Li])CCC.[CH3:20][O:21][C:22]1[CH:29]=[C:28]([N+:30]([O-:32])=[O:31])[CH:27]=[CH:26][C:23]=1[CH:24]=[O:25].O. Product: [CH3:20][O:21][C:22]1[CH:29]=[C:28]([N+:30]([O-:32])=[O:31])[CH:27]=[CH:26][C:23]=1[CH:24]([C:2]1[CH:7]=[C:6]([CH3:8])[CH:5]=[CH:4][N:3]=1)[OH:25]. The catalyst class is: 469. (4) Reactant: [C:1]([C:3]1[C:4]([C:21]([F:24])([F:23])[F:22])=[C:5]2[C:9](=[CH:10][CH:11]=1)[N:8]([CH2:12]/[C:13](=[N:16]/[H])/[NH:14][OH:15])[C:7]([CH2:18][CH2:19][CH3:20])=[CH:6]2)#[N:2].[F:25][C:26]1[CH:34]=[CH:33][C:32]([F:35])=[CH:31][C:27]=1[C:28](Cl)=O.C(N(CC)C(C)C)(C)C. Product: [F:25][C:26]1[CH:34]=[CH:33][C:32]([F:35])=[CH:31][C:27]=1[C:28]1[O:15][N:14]=[C:13]([CH2:12][N:8]2[C:9]3[C:5](=[C:4]([C:21]([F:24])([F:23])[F:22])[C:3]([C:1]#[N:2])=[CH:11][CH:10]=3)[CH:6]=[C:7]2[CH2:18][CH2:19][CH3:20])[N:16]=1. The catalyst class is: 10. (5) Reactant: [Cl:1][C:2]1[CH:25]=[CH:24][CH:23]=[C:22]([F:26])[C:3]=1[CH2:4][S:5][C:6]1[N:7]([C:12]2[CH:17]=[CH:16][CH:15]=[CH:14][C:13]=2[C:18]([F:21])([F:20])[F:19])[C:8]([OH:11])=[N:9][N:10]=1.[Cl:27][C:28]1[CH:35]=[CH:34][CH:33]=[C:32]([F:36])[C:29]=1[CH2:30]Br.C[O-].[Na+].Cl. Product: [Cl:27][C:28]1[CH:35]=[CH:34][CH:33]=[C:32]([F:36])[C:29]=1[CH2:30][O:11][C:8]1[N:7]([C:12]2[CH:17]=[CH:16][CH:15]=[CH:14][C:13]=2[C:18]([F:21])([F:19])[F:20])[C:6]([S:5][CH2:4][C:3]2[C:22]([F:26])=[CH:23][CH:24]=[CH:25][C:2]=2[Cl:1])=[N:10][N:9]=1. The catalyst class is: 3. (6) Product: [N+:1]([C:4]1[S:8][C:7]([S:9]([N:12]2[CH2:17][CH2:16][N:15]([C:46]3[CH:48]=[CH:31][C:30]([C:33]([OH:42])([C:38]([F:41])([F:40])[F:39])[C:34]([F:37])([F:36])[F:35])=[CH:29][CH:47]=3)[C@@H:14]([CH2:18][N:19]3[CH2:24][CH2:23][O:22][CH2:21][C@@H:20]3[CH3:25])[CH2:13]2)(=[O:10])=[O:11])=[CH:6][CH:5]=1)([O-:3])=[O:2]. Reactant: [N+:1]([C:4]1[S:8][C:7]([S:9]([N:12]2[CH2:17][CH2:16][NH:15][C@@H:14]([CH2:18][N:19]3[CH2:24][CH2:23][O:22][CH2:21][C@@H:20]3[CH3:25])[CH2:13]2)(=[O:11])=[O:10])=[CH:6][CH:5]=1)([O-:3])=[O:2].ClC1N=[CH:31][C:30]([C:33]([OH:42])([C:38]([F:41])([F:40])[F:39])[C:34]([F:37])([F:36])[F:35])=[CH:29]N=1.CCN(C(C)C)[CH:46]([CH3:48])[CH3:47]. The catalyst class is: 12.